This data is from Reaction yield outcomes from USPTO patents with 853,638 reactions. The task is: Predict the reaction yield, written as a fraction of the theoretical maximum amount of product (1.0 means a 100% yield; for example, 0.34 means a 34% yield). (1) The reactants are [F:1][C:2]1[CH:7]=[C:6]([F:8])[CH:5]=[CH:4][C:3]=1[C:9]1[CH:14]=[CH:13][CH:12]=[C:11]([NH:15][C:16]([C:18]2[NH:19][C:20]3[C:25]([CH:26]=2)=[CH:24][CH:23]=[C:22]([O:27]C)[CH:21]=3)=[O:17])[CH:10]=1.B(Br)(Br)Br. The catalyst is C(Cl)Cl. The product is [F:1][C:2]1[CH:7]=[C:6]([F:8])[CH:5]=[CH:4][C:3]=1[C:9]1[CH:14]=[CH:13][CH:12]=[C:11]([NH:15][C:16]([C:18]2[NH:19][C:20]3[C:25]([CH:26]=2)=[CH:24][CH:23]=[C:22]([OH:27])[CH:21]=3)=[O:17])[CH:10]=1. The yield is 0.190. (2) The reactants are [OH:1][CH2:2][C@@H:3]1[C:11]2[C:6](=[CH:7][CH:8]=[CH:9][CH:10]=2)[CH2:5][C@H:4]1[NH:12][C:13](=[O:19])[O:14][C:15]([CH3:18])([CH3:17])[CH3:16].[C:20]([O:24][C:25](=[O:28])[CH2:26]Br)([CH3:23])([CH3:22])[CH3:21].[OH-].[Na+].O. The catalyst is C(Cl)Cl.S([O-])(O)(=O)=O.C([N+](CCCC)(CCCC)CCCC)CCC. The product is [C:15]([O:14][C:13]([NH:12][C@@H:4]1[CH2:5][C:6]2[C:11](=[CH:10][CH:9]=[CH:8][CH:7]=2)[C@H:3]1[CH2:2][O:1][CH2:26][C:25]([O:24][C:20]([CH3:23])([CH3:22])[CH3:21])=[O:28])=[O:19])([CH3:16])([CH3:18])[CH3:17]. The yield is 0.930. (3) The catalyst is COCCOCCOC.CO. The product is [I:15][C:13]1[C:12]2[NH:11][CH:10]=[CH:9][C:8]=2[C:7]2[C:6]([CH:14]=1)=[N:5][C:4]([NH2:16])=[N:3][C:1]=2[NH2:2]. The yield is 0.590. The reactants are [C:1]([N:3]=[C:4]([NH2:16])[NH:5][C:6]1[CH:7]=[C:8]2[C:12](=[C:13]([I:15])[CH:14]=1)[NH:11][CH:10]=[CH:9]2)#[N:2]. (4) The reactants are Cl[C:2]1[CH:3]=[CH:4][C:5]2[O:14][CH2:13][CH2:12][C:11]3[CH:10]=[C:9]([C:15]4[N:16]([C:20]5[CH:25]=[CH:24][C:23]([F:26])=[CH:22][C:21]=5[F:27])[N:17]=[CH:18][N:19]=4)[S:8][C:7]=3[C:6]=2[N:28]=1.[O:29]1[CH2:34][CH2:33][CH:32]([NH2:35])[CH2:31][CH2:30]1.CC(C1C=C(C(C)C)C(C2C=CC=CC=2P(C2CCCCC2)C2CCCCC2)=C(C(C)C)C=1)C.CC(C)([O-])C. The catalyst is O1CCOCC1.CC([O-])=O.CC([O-])=O.[Pd+2]. The product is [F:27][C:21]1[CH:22]=[C:23]([F:26])[CH:24]=[CH:25][C:20]=1[N:16]1[C:15]([C:9]2[S:8][C:7]3[C:6]4[N:28]=[C:2]([NH:35][CH:32]5[CH2:33][CH2:34][O:29][CH2:30][CH2:31]5)[CH:3]=[CH:4][C:5]=4[O:14][CH2:13][CH2:12][C:11]=3[CH:10]=2)=[N:19][CH:18]=[N:17]1. The yield is 0.290. (5) The reactants are [CH3:1][O:2][C:3]([CH3:12])([CH3:11])[CH2:4][CH2:5][O:6][CH2:7][C:8]([OH:10])=[O:9].[C:13]1(C)C=CC(S(O)(=O)=O)=CC=1.C(OCC)C. The catalyst is CO. The product is [CH3:1][O:2][C:3]([CH3:12])([CH3:11])[CH2:4][CH2:5][O:6][CH2:7][C:8]([O:10][CH3:13])=[O:9]. The yield is 0.626. (6) The reactants are [NH2:1][C:2]1[CH:3]=[C:4]2[C:20](=[O:21])[NH:19][N:18]=[CH:17][C:6]3=[C:7]([C:11]4[CH:16]=[CH:15][CH:14]=[CH:13][CH:12]=4)[NH:8][C:9]([CH:10]=1)=[C:5]23.[C:22]([O:26][C:27]([NH:29][C@H:30]([CH:34]1[CH2:39][CH2:38][CH2:37][CH2:36][CH2:35]1)[C:31](O)=[O:32])=[O:28])([CH3:25])([CH3:24])[CH3:23].C(N(CC)CC)C.F[P-](F)(F)(F)(F)F.N1(OC(N(C)C)=[N+](C)C)C2N=CC=CC=2N=N1. The catalyst is CN(C)C=O.C(OCC)C.CCCCCC.C(OCC)(=O)C. The product is [CH:34]1([C@@H:30]([NH:29][C:27](=[O:28])[O:26][C:22]([CH3:24])([CH3:23])[CH3:25])[C:31](=[O:32])[NH:1][C:2]2[CH:3]=[C:4]3[C:20](=[O:21])[NH:19][N:18]=[CH:17][C:6]4=[C:7]([C:11]5[CH:12]=[CH:13][CH:14]=[CH:15][CH:16]=5)[NH:8][C:9]([CH:10]=2)=[C:5]34)[CH2:35][CH2:36][CH2:37][CH2:38][CH2:39]1. The yield is 0.700. (7) The reactants are [N:1]1[CH:6]=[CH:5][CH:4]=[C:3]([N:7]2[C:11]([C:12]3[CH:17]=[N:16][C:15]([CH3:18])=[CH:14][N:13]=3)=[CH:10][C:9]([C:19]([OH:21])=O)=[N:8]2)[CH:2]=1.[NH2:22][C:23]1([CH2:28][OH:29])[CH2:27][CH2:26][CH2:25][CH2:24]1. No catalyst specified. The product is [OH:29][CH2:28][C:23]1([NH:22][C:19]([C:9]2[CH:10]=[C:11]([C:12]3[CH:17]=[N:16][C:15]([CH3:18])=[CH:14][N:13]=3)[N:7]([C:3]3[CH:2]=[N:1][CH:6]=[CH:5][CH:4]=3)[N:8]=2)=[O:21])[CH2:27][CH2:26][CH2:25][CH2:24]1. The yield is 0.180. (8) The reactants are COC(=O)[NH:4][CH:5]([C:9]([N:11]1[CH2:15][CH2:14][CH2:13][CH:12]1[C:16]1[NH:17][C:18]([C:21]2[CH:26]=[CH:25][C:24](Br)=[CH:23][CH:22]=2)=[CH:19][N:20]=1)=[O:10])[CH:6]([CH3:8])[CH3:7].[CH3:29][O:30][C:31](=[O:70])[NH:32][CH:33]([C:37]([N:39]1[CH:44]([C:45]2[NH:46][C:47]([C:50]3[CH:59]=[CH:58][C:57]4[C:52](=[CH:53][CH:54]=[C:55](B5OC(C)(C)C(C)(C)O5)[CH:56]=4)[CH:51]=3)=[CH:48][N:49]=2)[CH:43]2[CH2:69][CH:40]1[CH2:41][CH2:42]2)=[O:38])[CH:34]([CH3:36])[CH3:35].[C:71]([O-:74])([OH:73])=O.[Na+].[CH3:76]OCCOC. The yield is 0.440. The product is [CH3:29][O:30][C:31](=[O:70])[NH:32][CH:33]([C:37]([N:39]1[CH:44]([C:45]2[NH:46][C:47]([C:50]3[CH:59]=[CH:58][C:57]4[C:52](=[CH:53][CH:54]=[C:55]([C:24]5[CH:23]=[CH:22][C:21]([C:18]6[NH:17][C:16]([CH:12]7[CH2:13][CH2:14][CH2:15][N:11]7[C:9](=[O:10])[CH:5]([NH:4][C:71]([O:74][CH3:76])=[O:73])[CH:6]([CH3:7])[CH3:8])=[N:20][CH:19]=6)=[CH:26][CH:25]=5)[CH:56]=4)[CH:51]=3)=[CH:48][N:49]=2)[CH:43]2[CH2:69][CH:40]1[CH2:41][CH2:42]2)=[O:38])[CH:34]([CH3:35])[CH3:36]. The catalyst is O. (9) The reactants are [C:1]([O:5][C:6]([NH:8][C@H:9]([CH2:29][C:30]1[CH:35]=[C:34]([F:36])[C:33]([F:37])=[CH:32][C:31]=1[F:38])[CH2:10][C:11]([N:13]1[CH2:18][CH2:17][N:16]2[C:19]([C:25]([F:28])([F:27])[F:26])=[N:20][C:21]([C:22]([OH:24])=O)=[C:15]2[CH2:14]1)=[O:12])=[O:7])([CH3:4])([CH3:3])[CH3:2].[N:39]1([C:45]([O:47][C:48]([CH3:51])([CH3:50])[CH3:49])=[O:46])[CH2:44][CH2:43][NH:42][CH2:41][CH2:40]1.O=C1N([ClH]P([ClH]N2CCOC2=O)=O)CCO1.C(N(CC)CC)C. The catalyst is ClCCl. The product is [C:48]([O:47][C:45]([N:39]1[CH2:44][CH2:43][N:42]([C:22]([C:21]2[N:20]=[C:19]([C:25]([F:27])([F:28])[F:26])[N:16]3[CH2:17][CH2:18][N:13]([C:11](=[O:12])[CH2:10][C@H:9]([NH:8][C:6]([O:5][C:1]([CH3:3])([CH3:2])[CH3:4])=[O:7])[CH2:29][C:30]4[CH:35]=[C:34]([F:36])[C:33]([F:37])=[CH:32][C:31]=4[F:38])[CH2:14][C:15]=23)=[O:24])[CH2:41][CH2:40]1)=[O:46])([CH3:51])([CH3:49])[CH3:50]. The yield is 0.990.